Dataset: Reaction yield outcomes from USPTO patents with 853,638 reactions. Task: Predict the reaction yield, written as a fraction of the theoretical maximum amount of product (1.0 means a 100% yield; for example, 0.34 means a 34% yield). (1) The reactants are I[C:2]1[CH:7]=[C:6]([C:8]([OH:10])=[O:9])[CH:5]=[CH:4][C:3]=1[C:11]1[CH:16]=[CH:15][C:14]([C:17]([OH:19])=[O:18])=[CH:13][C:12]=1I.C(=O)([O-])[O-].[K+].[K+].[S-2:27].[Na+].[Na+]. The catalyst is CN(C=O)C.O.[Cu]I. The product is [CH:4]1[C:3]2[C:11]3[CH:16]=[CH:15][C:14]([C:17]([OH:19])=[O:18])=[CH:13][C:12]=3[S:27][C:2]=2[CH:7]=[C:6]([C:8]([OH:10])=[O:9])[CH:5]=1. The yield is 0.720. (2) The product is [CH:1]1([NH:4][C:5]2[N:13]=[C:12]([C:14]([F:17])([F:15])[F:16])[N:11]=[C:10]3[C:6]=2[N:7]=[CH:8][N:9]3[C:24]2[CH:23]=[CH:22][C:21]([O:20][CH3:19])=[C:26]([O:27][CH3:28])[CH:25]=2)[CH2:3][CH2:2]1. The catalyst is C([O-])(=O)C.[Cu+2].C([O-])(=O)C.C(OCC)(=O)C. The yield is 0.100. The reactants are [CH:1]1([NH:4][C:5]2(N)[N:13]=[C:12]([C:14]([F:17])([F:16])[F:15])[N:11]=[C:10]3[C:6]2=[N:7][CH:8]=[N:9]3)[CH2:3][CH2:2]1.[CH3:19][O:20][C:21]1[CH:22]=[C:23](B(O)O)[CH:24]=[CH:25][C:26]=1[O:27][CH3:28].C(N(CC)CC)C.C(#N)C.